This data is from Forward reaction prediction with 1.9M reactions from USPTO patents (1976-2016). The task is: Predict the product of the given reaction. (1) Given the reactants C([O:9][CH:10]1[CH2:13][N:12]([C:14]2[O:15][CH:16]=[C:17]([C:19]([O:21][CH3:22])=[O:20])[N:18]=2)[CH2:11]1)(=O)C1C=CC=CC=1.C[O-].[Na+].Cl, predict the reaction product. The product is: [OH:9][CH:10]1[CH2:13][N:12]([C:14]2[O:15][CH:16]=[C:17]([C:19]([O:21][CH3:22])=[O:20])[N:18]=2)[CH2:11]1. (2) Given the reactants [Mg].Br[CH:3]1[CH2:6][CH2:5][CH2:4]1.BrCCBr.Br[C:12]1[C:20]2[C:15](=[N:16][CH:17]=[CH:18][CH:19]=2)[N:14]([S:21]([C:24]2[CH:29]=[CH:28][CH:27]=[CH:26][CH:25]=2)(=[O:23])=[O:22])[CH:13]=1, predict the reaction product. The product is: [CH:3]1([C:12]2[C:20]3[C:15](=[N:16][CH:17]=[CH:18][CH:19]=3)[N:14]([S:21]([C:24]3[CH:25]=[CH:26][CH:27]=[CH:28][CH:29]=3)(=[O:23])=[O:22])[CH:13]=2)[CH2:6][CH2:5][CH2:4]1. (3) Given the reactants C(O[C@@H]1[C@H](OC(=O)C)[C@@H](COC(=O)C)O[C@H]1N1C2N=CN=C(O)C=2N=C1)(=[O:3])C.C(C1NC=CN=1)CC.[CH:37]1[CH:42]=[CH:41][C:40]([P:43]([C:50]2[CH:55]=[CH:54][CH:53]=[CH:52][CH:51]=2)[C:44]2[CH:49]=[CH:48][CH:47]=[CH:46][CH:45]=2)=[CH:39][CH:38]=1.II.C(N(C(C)C)C(C)C)C, predict the reaction product. The product is: [P:43]([C:40]1[CH:39]=[CH:38][CH:37]=[CH:42][CH:41]=1)([C:50]1[CH:55]=[CH:54][CH:53]=[CH:52][CH:51]=1)([C:44]1[CH:49]=[CH:48][CH:47]=[CH:46][CH:45]=1)=[O:3]. (4) Given the reactants CCN(C(C)C)C(C)C.CN(C(ON1N=NC2C=CC=NC1=2)=[N+](C)C)C.F[P-](F)(F)(F)(F)F.Cl.[C:35]1([C:41]2([NH2:44])[CH2:43][CH2:42]2)[CH:40]=[CH:39][CH:38]=[CH:37][CH:36]=1.[Br:45][C:46]1[C:54]2[C:49](=[N:50][CH:51]=[C:52]([C:55]3[CH:56]=[C:57]([CH:61]=[CH:62][CH:63]=3)[C:58](O)=[O:59])[CH:53]=2)[O:48][C:47]=1[C:64]1[CH:69]=[CH:68][C:67]([F:70])=[CH:66][CH:65]=1, predict the reaction product. The product is: [Br:45][C:46]1[C:54]2[C:49](=[N:50][CH:51]=[C:52]([C:55]3[CH:56]=[C:57]([CH:61]=[CH:62][CH:63]=3)[C:58]([NH:44][C:41]3([C:35]4[CH:40]=[CH:39][CH:38]=[CH:37][CH:36]=4)[CH2:43][CH2:42]3)=[O:59])[CH:53]=2)[O:48][C:47]=1[C:64]1[CH:69]=[CH:68][C:67]([F:70])=[CH:66][CH:65]=1. (5) Given the reactants [F:1][C:2]([F:13])([F:12])[C:3]1[CH:11]=[CH:10][C:6]([C:7]([OH:9])=O)=[CH:5][CH:4]=1.C(N(CC)CC)C.C(Cl)(=O)OCC.Cl.[CH2:28]([CH:30]([CH2:36][C:37]1[CH:42]=[CH:41][C:40]([O:43][CH3:44])=[C:39]([CH2:45][NH2:46])[CH:38]=1)[C:31]([O:33][CH2:34][CH3:35])=[O:32])[CH3:29], predict the reaction product. The product is: [CH2:28]([CH:30]([CH2:36][C:37]1[CH:42]=[CH:41][C:40]([O:43][CH3:44])=[C:39]([CH2:45][NH:46][C:7](=[O:9])[C:6]2[CH:5]=[CH:4][C:3]([C:2]([F:1])([F:13])[F:12])=[CH:11][CH:10]=2)[CH:38]=1)[C:31]([O:33][CH2:34][CH3:35])=[O:32])[CH3:29]. (6) The product is: [CH3:17][C:15]1[CH:14]=[CH:13][C:12]([N:18]2[N:22]=[CH:21][CH:20]=[N:19]2)=[C:11]([C:9]([N:4]2[CH2:5][CH2:6][CH2:7][CH2:8][CH:3]2[C:1]#[C:2][C:24]2[CH:29]=[CH:28][CH:27]=[CH:26][CH:25]=2)=[O:10])[CH:16]=1. Given the reactants [C:1]([CH:3]1[CH2:8][CH2:7][CH2:6][CH2:5][N:4]1[C:9]([C:11]1[CH:16]=[C:15]([CH3:17])[CH:14]=[CH:13][C:12]=1[N:18]1[N:22]=[CH:21][CH:20]=[N:19]1)=[O:10])#[CH:2].Br[C:24]1[CH:29]=[CH:28][CH:27]=[CH:26][CH:25]=1.C(N(CC)CC)C, predict the reaction product. (7) Given the reactants [NH2:1][C:2]1[N:7]=[CH:6][C:5]([C@@H:8]([OH:39])[CH2:9][N:10]([CH2:18][C@H:19]2[CH2:28][CH2:27][C:26]3[C:21](=[CH:22][CH:23]=[C:24]([C:29]4[CH:38]=[CH:37][C:32]([C:33]([O:35][CH3:36])=[O:34])=[CH:31][CH:30]=4)[CH:25]=3)[O:20]2)C(OC(C)(C)C)=O)=[CH:4][CH:3]=1.Cl.O1CCOCC1, predict the reaction product. The product is: [NH2:1][C:2]1[N:7]=[CH:6][C:5]([C@@H:8]([OH:39])[CH2:9][NH:10][CH2:18][C@H:19]2[CH2:28][CH2:27][C:26]3[C:21](=[CH:22][CH:23]=[C:24]([C:29]4[CH:30]=[CH:31][C:32]([C:33]([O:35][CH3:36])=[O:34])=[CH:37][CH:38]=4)[CH:25]=3)[O:20]2)=[CH:4][CH:3]=1. (8) Given the reactants [Cl:1][C:2]1[N:3]=[C:4]2[CH:9]=[C:8]([C:10]([F:13])([F:12])[F:11])[CH:7]=[CH:6][N:5]2[C:14]=1I.[F:16][C:17]1[CH:18]=[CH:19][C:20]2=[C:21]([CH:37]=1)[O:22][CH2:23][C:24]1[CH:34]=[C:33]([CH:35]=[O:36])[CH:32]=[CH:31][C:25]=1/[C:26]/2=[C:27](/[CH3:30])\[C:28]#[N:29], predict the reaction product. The product is: [Cl:1][C:2]1[N:3]=[C:4]2[CH:9]=[C:8]([C:10]([F:13])([F:12])[F:11])[CH:7]=[CH:6][N:5]2[C:14]=1[CH:35]([OH:36])[C:33]1[CH:32]=[CH:31][C:25]2/[C:26](=[C:27](/[CH3:30])\[C:28]#[N:29])/[C:20]3[CH:19]=[CH:18][C:17]([F:16])=[CH:37][C:21]=3[O:22][CH2:23][C:24]=2[CH:34]=1.